Dataset: Full USPTO retrosynthesis dataset with 1.9M reactions from patents (1976-2016). Task: Predict the reactants needed to synthesize the given product. (1) Given the product [NH2:32][C:19]1[N:20]([CH3:23])[C:21](=[O:22])[C:15]2([N:18]=1)[CH2:14][CH2:13][CH2:12][C:11]1[CH:10]=[N:9][C:8]([C:4]3[CH:5]=[CH:6][CH:7]=[C:2]([Cl:1])[CH:3]=3)=[CH:17][C:16]2=1, predict the reactants needed to synthesize it. The reactants are: [Cl:1][C:2]1[CH:3]=[C:4]([C:8]2[N:9]=[CH:10][C:11]3[CH2:12][CH2:13][CH2:14][C:15]4([C:21](=[O:22])[N:20]([CH3:23])[C:19](=S)[NH:18]4)[C:16]=3[CH:17]=2)[CH:5]=[CH:6][CH:7]=1.C(OO)(C)(C)C.O.[NH3:32]. (2) Given the product [C:44]([O:43][C:41]([N:38]1[CH2:39][CH2:40][CH:35]([CH2:34][CH2:33][C:32]([N:28]2[CH2:29][CH2:30][CH2:31][C@@H:26]([C:24]([NH:23][CH:17]([C:13]3[CH:14]=[N:15][CH:16]=[C:11]([C:8]4[CH:9]=[CH:10][C:5]([O:4][CH2:3][CH2:2][F:1])=[CH:6][CH:7]=4)[CH:12]=3)[CH2:18][C:19]([OH:21])=[O:20])=[O:25])[CH2:27]2)=[O:48])[CH2:36][CH2:37]1)=[O:42])([CH3:47])([CH3:46])[CH3:45], predict the reactants needed to synthesize it. The reactants are: [F:1][CH2:2][CH2:3][O:4][C:5]1[CH:10]=[CH:9][C:8]([C:11]2[CH:12]=[C:13]([CH:17]([NH:23][C:24]([C@@H:26]3[CH2:31][CH2:30][CH2:29][N:28]([C:32](=[O:48])[CH2:33][CH2:34][CH:35]4[CH2:40][CH2:39][N:38]([C:41]([O:43][C:44]([CH3:47])([CH3:46])[CH3:45])=[O:42])[CH2:37][CH2:36]4)[CH2:27]3)=[O:25])[CH2:18][C:19]([O:21]C)=[O:20])[CH:14]=[N:15][CH:16]=2)=[CH:7][CH:6]=1.O.O.O.O.O.O.O.O.[OH-].[Ba+2].[OH-]. (3) Given the product [C:36]([N:8]1[CH2:9][CH2:10][C:5]2[N:4]([C:11]3[CH:12]=[CH:13][C:14]([O:17][C:18]4[CH:23]=[CH:22][CH:21]=[CH:20][CH:19]=4)=[CH:15][CH:16]=3)[C:3]([C:24]([NH2:26])=[O:25])=[C:2]([NH2:1])[C:6]=2[CH2:7]1)(=[O:39])[CH:37]=[CH2:38], predict the reactants needed to synthesize it. The reactants are: [NH2:1][C:2]1[C:6]2[CH2:7][NH:8][CH2:9][CH2:10][C:5]=2[N:4]([C:11]2[CH:16]=[CH:15][C:14]([O:17][C:18]3[CH:23]=[CH:22][CH:21]=[CH:20][CH:19]=3)=[CH:13][CH:12]=2)[C:3]=1[C:24]([NH2:26])=[O:25].CCN(C(C)C)C(C)C.[C:36](Cl)(=[O:39])[CH:37]=[CH2:38]. (4) Given the product [OH:6][CH2:7][C:8]1[CH:21]=[C:11]2[N:12]=[CH:13][C:14]([C:16]([O:18][CH2:19][CH3:20])=[O:17])=[CH:15][N:10]2[N:9]=1, predict the reactants needed to synthesize it. The reactants are: B(Br)(Br)Br.C[O:6][CH2:7][C:8]1[CH:21]=[C:11]2[N:12]=[CH:13][C:14]([C:16]([O:18][CH2:19][CH3:20])=[O:17])=[CH:15][N:10]2[N:9]=1.O. (5) Given the product [C:1]([C:3]1([NH:6][C:7]([C@@H:9]2[CH2:13][C@@H:12]([S:14]([C:17]3[CH:22]=[CH:21][C:20]([CH3:34])=[CH:19][C:18]=3[Cl:24])(=[O:16])=[O:15])[CH2:11][C@H:10]2[C:25]([N:27]2[CH2:31][CH2:30][C:29]([F:33])([F:32])[CH2:28]2)=[O:26])=[O:8])[CH2:5][CH2:4]1)#[N:2], predict the reactants needed to synthesize it. The reactants are: [C:1]([C:3]1([NH:6][C:7]([C@@H:9]2[CH2:13][C@@H:12]([S:14]([C:17]3[CH:22]=[CH:21][C:20](Br)=[CH:19][C:18]=3[Cl:24])(=[O:16])=[O:15])[CH2:11][C@H:10]2[C:25]([N:27]2[CH2:31][CH2:30][C:29]([F:33])([F:32])[CH2:28]2)=[O:26])=[O:8])[CH2:5][CH2:4]1)#[N:2].[CH3:34]B(O)O. (6) Given the product [F:42][C:2]1([F:1])[C@@H:7]([O:8][C:9]2[CH:16]=[CH:15][C:14]([C:17]3[N:22]=[C:21]([NH:23][C:24]4[CH:29]=[CH:28][C:27]([N:30]5[CH2:35][CH2:34][N:33]([CH:36]6[CH2:39][O:38][CH2:37]6)[CH2:32][CH2:31]5)=[C:26]([O:40][CH3:41])[CH:25]=4)[N:20]=[CH:19][N:18]=3)=[CH:13][C:10]=2[C:11]#[N:12])[CH2:6][CH2:5][N:4]([C:44](=[O:45])[CH2:43][OH:46])[CH2:3]1, predict the reactants needed to synthesize it. The reactants are: [F:1][C:2]1([F:42])[C@@H:7]([O:8][C:9]2[CH:16]=[CH:15][C:14]([C:17]3[N:22]=[C:21]([NH:23][C:24]4[CH:29]=[CH:28][C:27]([N:30]5[CH2:35][CH2:34][N:33]([CH:36]6[CH2:39][O:38][CH2:37]6)[CH2:32][CH2:31]5)=[C:26]([O:40][CH3:41])[CH:25]=4)[N:20]=[CH:19][N:18]=3)=[CH:13][C:10]=2[C:11]#[N:12])[CH2:6][CH2:5][NH:4][CH2:3]1.[C:43](O)(=[O:46])[CH2:44][OH:45].C(N(CC)C(C)C)(C)C.CN(C(ON1N=NC2C=CC=NC1=2)=[N+](C)C)C.F[P-](F)(F)(F)(F)F. (7) The reactants are: [CH3:1][C:2]1[CH:23]=[CH:22][CH:21]=[C:20]([CH3:24])[C:3]=1[CH2:4][O:5][C:6]1[CH:7]=[C:8]([CH:12]=[CH:13][CH2:14][C:15]([O:17]CC)=[O:16])[CH:9]=[CH:10][CH:11]=1.[OH-].[Na+]. Given the product [CH3:24][C:20]1[CH:21]=[CH:22][CH:23]=[C:2]([CH3:1])[C:3]=1[CH2:4][O:5][C:6]1[CH:7]=[C:8]([CH:12]=[CH:13][CH2:14][C:15]([OH:17])=[O:16])[CH:9]=[CH:10][CH:11]=1, predict the reactants needed to synthesize it.